From a dataset of Forward reaction prediction with 1.9M reactions from USPTO patents (1976-2016). Predict the product of the given reaction. (1) Given the reactants [Cl:1][C:2]1[C:3]([CH:8]([C:10]2[CH:15]=[CH:14][C:13]([O:16][C:17]3[CH:22]=[CH:21][CH:20]=[CH:19][CH:18]=3)=[CH:12][CH:11]=2)O)=[N:4][CH:5]=[CH:6][N:7]=1.[C:23]1(=[O:33])[NH:27][C:26](=[O:28])[C:25]2=[CH:29][CH:30]=[CH:31][CH:32]=[C:24]12.C1(P(C2C=CC=CC=2)C2C=CC=CC=2)C=CC=CC=1.CC(OC(/N=N/C(OC(C)C)=O)=O)C, predict the reaction product. The product is: [Cl:1][C:2]1[C:3]([CH:8]([C:10]2[CH:15]=[CH:14][C:13]([O:16][C:17]3[CH:22]=[CH:21][CH:20]=[CH:19][CH:18]=3)=[CH:12][CH:11]=2)[N:27]2[C:23](=[O:33])[C:24]3[C:25](=[CH:29][CH:30]=[CH:31][CH:32]=3)[C:26]2=[O:28])=[N:4][CH:5]=[CH:6][N:7]=1. (2) The product is: [Cl:12][C:13]1[CH:14]=[CH:15][C:16]2[N:17]([CH:2]=[C:3]([C:5]3[CH:10]=[CH:9][C:8]([F:11])=[CH:7][CH:6]=3)[N:19]=2)[N:18]=1. Given the reactants Br[CH2:2][C:3]([C:5]1[CH:10]=[CH:9][C:8]([F:11])=[CH:7][CH:6]=1)=O.[Cl:12][C:13]1[N:18]=[N:17][C:16]([NH2:19])=[CH:15][CH:14]=1, predict the reaction product. (3) Given the reactants [ClH:1].[CH:2]1[C:15]2[NH:14][C:13]3[C:8](=[CH:9][CH:10]=[CH:11][CH:12]=3)[S:7][C:6]=2[CH:5]=[CH:4][C:3]=1[C:16]1[N:17]=[C:18]([CH2:21][NH2:22])[S:19][CH:20]=1.[CH:23](=O)[CH2:24][CH2:25][CH2:26][CH3:27].C(=O)CC, predict the reaction product. The product is: [ClH:1].[CH:2]1[C:15]2[NH:14][C:13]3[C:8](=[CH:9][CH:10]=[CH:11][CH:12]=3)[S:7][C:6]=2[CH:5]=[CH:4][C:3]=1[C:16]1[N:17]=[C:18]([CH2:21][NH:22][CH2:23][CH2:24][CH2:25][CH2:26][CH3:27])[S:19][CH:20]=1.